Dataset: Catalyst prediction with 721,799 reactions and 888 catalyst types from USPTO. Task: Predict which catalyst facilitates the given reaction. (1) The catalyst class is: 654. Product: [CH2:1]([C:8]1[NH:17][C:11]2[N:12]=[N:13][C:14]([C:21]#[C:20][CH2:19][CH2:18][C:22]3[S:26][C:25]([C:27]([O:29][CH2:30][CH3:31])=[O:28])=[N:24][N:23]=3)=[CH:15][C:10]=2[CH:9]=1)[C:2]1[CH:7]=[CH:6][CH:5]=[CH:4][CH:3]=1. Reactant: [CH2:1]([C:8]1[NH:17][C:11]2[N:12]=[N:13][C:14](I)=[CH:15][C:10]=2[CH:9]=1)[C:2]1[CH:7]=[CH:6][CH:5]=[CH:4][CH:3]=1.[CH2:18]([C:22]1[S:26][C:25]([C:27]([O:29][CH2:30][CH3:31])=[O:28])=[N:24][N:23]=1)[CH2:19][C:20]#[CH:21].CCN(CC)CC. (2) Reactant: Cl[C:2]1[C:3]2[C:10]3[CH:11]=[C:12]([C:15]([O:17][CH2:18][CH3:19])=[O:16])[CH:13]=[CH:14][C:9]=3[S:8][C:4]=2[N:5]=[CH:6][N:7]=1.[Cl-].[N:21]1([CH:27]2[CH2:32][CH2:31][CH:30]([NH2:33])[CH2:29][CH2:28]2)[CH2:26][CH2:25][O:24][CH2:23][CH2:22]1.C(=O)([O-])[O-].[K+].[K+].CCN(CC)CC. Product: [N:21]1([CH:27]2[CH2:28][CH2:29][CH:30]([NH:33][C:2]3[C:3]4[C:10]5[CH:11]=[C:12]([C:15]([O:17][CH2:18][CH3:19])=[O:16])[CH:13]=[CH:14][C:9]=5[S:8][C:4]=4[N:5]=[CH:6][N:7]=3)[CH2:31][CH2:32]2)[CH2:22][CH2:23][O:24][CH2:25][CH2:26]1. The catalyst class is: 23. (3) Reactant: Cl.[NH2:2][C@H:3]1[CH2:8][CH2:7][C@H:6]([OH:9])[CH2:5][CH2:4]1.[CH3:10][C:11]([O:14][C:15](O[C:15]([O:14][C:11]([CH3:13])([CH3:12])[CH3:10])=[O:16])=[O:16])([CH3:13])[CH3:12].C([O-])(O)=O.[Na+]. Product: [OH:9][C@H:6]1[CH2:7][CH2:8][C@H:3]([NH:2][C:15](=[O:16])[O:14][C:11]([CH3:13])([CH3:12])[CH3:10])[CH2:4][CH2:5]1. The catalyst class is: 20. (4) Reactant: [F:1][C:2]1[CH:20]=[CH:19][C:5](/[CH:6]=[C:7]2/[C:8](=[S:18])[N:9]=[C:10]([N:12]3[CH2:17][CH2:16][CH2:15][CH2:14][NH:13]3)[S:11]/2)=[C:4]([OH:21])[CH:3]=1.C(=O)([O-])[O-].[K+].[K+].[N:28]1([CH:34]2[CH2:39][CH2:38][N:37]([C:40](Cl)=[O:41])[CH2:36][CH2:35]2)[CH2:33][CH2:32][CH2:31][CH2:30][CH2:29]1. Product: [N:28]1([CH:34]2[CH2:39][CH2:38][N:37]([C:40]([O:21][C:4]3[CH:3]=[C:2]([F:1])[CH:20]=[CH:19][C:5]=3/[CH:6]=[C:7]3/[C:8](=[S:18])[N:9]=[C:10]([N:12]4[CH2:17][CH2:16][CH2:15][CH2:14][NH:13]4)[S:11]/3)=[O:41])[CH2:36][CH2:35]2)[CH2:33][CH2:32][CH2:31][CH2:30][CH2:29]1. The catalyst class is: 10. (5) Reactant: [Br:1][C:2]1[CH:3]=[C:4]([CH:9]=[C:10]([OH:12])[CH:11]=1)[C:5]([O:7][CH3:8])=[O:6].C([O-])([O-])=O.[K+].[K+].I[CH:20]([CH3:22])[CH3:21]. Product: [Br:1][C:2]1[CH:3]=[C:4]([CH:9]=[C:10]([O:12][CH:20]([CH3:22])[CH3:21])[CH:11]=1)[C:5]([O:7][CH3:8])=[O:6]. The catalyst class is: 499.